This data is from Reaction yield outcomes from USPTO patents with 853,638 reactions. The task is: Predict the reaction yield, written as a fraction of the theoretical maximum amount of product (1.0 means a 100% yield; for example, 0.34 means a 34% yield). (1) The reactants are [CH:1]([N:4]([CH:18]([CH3:20])[CH3:19])[C:5]([N:7]1[C:11]2[CH:12]=[C:13]([CH3:17])[C:14]([CH3:16])=[CH:15][C:10]=2[N:9]=[CH:8]1)=[O:6])([CH3:3])[CH3:2].C1COCC1.C1(C)C=CC=CC=1.[Li]CCCC.Cl[P:39]([CH:46]1[CH2:51][CH2:50][CH2:49][CH2:48][CH2:47]1)[CH:40]1[CH2:45][CH2:44][CH2:43][CH2:42][CH2:41]1. The catalyst is C1COCC1.C1(C)C=CC=CC=1.CO. The product is [CH:46]1([P:39]([CH:40]2[CH2:41][CH2:42][CH2:43][CH2:44][CH2:45]2)[C:8]2[N:7]([C:5]([N:4]([CH:1]([CH3:3])[CH3:2])[CH:18]([CH3:20])[CH3:19])=[O:6])[C:11]3[CH:12]=[C:13]([CH3:17])[C:14]([CH3:16])=[CH:15][C:10]=3[N:9]=2)[CH2:47][CH2:48][CH2:49][CH2:50][CH2:51]1. The yield is 0.770. (2) The reactants are [CH:1]([C@H:4]1[CH2:8][O:7][CH:6]([C:9]2[S:10][CH:11]=[CH:12][CH:13]=2)[NH:5]1)([CH3:3])[CH3:2].Br[CH2:15][C:16]1[CH:21]=[CH:20][C:19]([C:22]2[CH:27]=[CH:26][CH:25]=[CH:24][C:23]=2[C:28]2[N:32]([C:33]([C:46]3[CH:51]=[CH:50][CH:49]=[CH:48][CH:47]=3)([C:40]3[CH:45]=[CH:44][CH:43]=[CH:42][CH:41]=3)[C:34]3[CH:39]=[CH:38][CH:37]=[CH:36][CH:35]=3)[N:31]=[N:30][N:29]=2)=[CH:18][CH:17]=1.C([O-])([O-])=O.[K+].[K+]. The catalyst is CC(=O)CC. The product is [C:46]1([C:33]([C:34]2[CH:39]=[CH:38][CH:37]=[CH:36][CH:35]=2)([C:40]2[CH:41]=[CH:42][CH:43]=[CH:44][CH:45]=2)[N:32]2[C:28]([C:23]3[CH:24]=[CH:25][CH:26]=[CH:27][C:22]=3[C:19]3[CH:20]=[CH:21][C:16]([CH2:15][N:5]4[C@@H:4]([CH:1]([CH3:3])[CH3:2])[CH2:8][O:7][CH:6]4[C:9]4[S:10][CH:11]=[CH:12][CH:13]=4)=[CH:17][CH:18]=3)=[N:29][N:30]=[N:31]2)[CH:51]=[CH:50][CH:49]=[CH:48][CH:47]=1. The yield is 0.850. (3) The reactants are CN(C=O)C.Br[CH2:7][CH2:8][Cl:9].C(=O)([O-])[O-].[K+].[K+].[Br:16][C:17]1[CH:22]=[C:21]([F:23])[CH:20]=[C:19]([Br:24])[C:18]=1[OH:25]. The catalyst is C(OCC)(=O)C. The product is [Br:16][C:17]1[CH:22]=[C:21]([F:23])[CH:20]=[C:19]([Br:24])[C:18]=1[O:25][CH2:7][CH2:8][Cl:9]. The yield is 0.560. (4) The reactants are [F:1][C:2]1[CH:8]=[C:7]([I:9])[CH:6]=[CH:5][C:3]=1[NH2:4].CCO[CH:13]=[C:14]([C:20]([O:22][CH2:23][CH3:24])=[O:21])[C:15]([O:17][CH2:18][CH3:19])=[O:16]. The catalyst is C1(C)C=CC=CC=1. The product is [F:1][C:2]1[CH:8]=[C:7]([I:9])[CH:6]=[CH:5][C:3]=1[NH:4][CH:13]=[C:14]([C:15]([O:17][CH2:18][CH3:19])=[O:16])[C:20]([O:22][CH2:23][CH3:24])=[O:21]. The yield is 0.910. (5) The reactants are [NH2:1][C:2]1[S:3][CH:4]=[C:5]([C:7]2[CH:12]=[CH:11][C:10]([CH2:13][CH2:14][NH:15][C:16](=[O:22])[O:17][C:18]([CH3:21])([CH3:20])[CH3:19])=[CH:9][CH:8]=2)[N:6]=1.[C:23](OC(=O)C)(=[O:25])[CH3:24].N1C=CC=CC=1. The catalyst is ClCCl.CN(C)C1C=CN=CC=1. The product is [C:23]([NH:1][C:2]1[S:3][CH:4]=[C:5]([C:7]2[CH:8]=[CH:9][C:10]([CH2:13][CH2:14][NH:15][C:16](=[O:22])[O:17][C:18]([CH3:19])([CH3:21])[CH3:20])=[CH:11][CH:12]=2)[N:6]=1)(=[O:25])[CH3:24]. The yield is 0.853. (6) The reactants are [C:1]([C:3]1[C:4]([C:20]([F:23])([F:22])[F:21])=[C:5]2[C:9](=[CH:10][CH:11]=1)[N:8]([CH2:12][C:13](=[NH:16])[NH:14][OH:15])[C:7]([CH2:17][CH2:18][CH3:19])=[CH:6]2)#[N:2].[Cl:24][C:25]1[C:30]([C:31](Cl)=O)=[CH:29][C:28]([Cl:34])=[CH:27][N:26]=1.C(N(CC)CC)C. The catalyst is C(#N)C. The product is [Cl:24][C:25]1[C:30]([C:31]2[O:15][N:14]=[C:13]([CH2:12][N:8]3[C:9]4[C:5](=[C:4]([C:20]([F:22])([F:23])[F:21])[C:3]([C:1]#[N:2])=[CH:11][CH:10]=4)[CH:6]=[C:7]3[CH2:17][CH2:18][CH3:19])[N:16]=2)=[CH:29][C:28]([Cl:34])=[CH:27][N:26]=1. The yield is 0.140.